Dataset: NCI-60 drug combinations with 297,098 pairs across 59 cell lines. Task: Regression. Given two drug SMILES strings and cell line genomic features, predict the synergy score measuring deviation from expected non-interaction effect. (1) Drug 1: CC1=CC2C(CCC3(C2CCC3(C(=O)C)OC(=O)C)C)C4(C1=CC(=O)CC4)C. Drug 2: COC1=NC(=NC2=C1N=CN2C3C(C(C(O3)CO)O)O)N. Cell line: OVCAR-8. Synergy scores: CSS=1.85, Synergy_ZIP=0.271, Synergy_Bliss=3.62, Synergy_Loewe=0.222, Synergy_HSA=1.56. (2) Drug 1: C1=NC2=C(N1)C(=S)N=C(N2)N. Drug 2: CCC1(CC2CC(C3=C(CCN(C2)C1)C4=CC=CC=C4N3)(C5=C(C=C6C(=C5)C78CCN9C7C(C=CC9)(C(C(C8N6C)(C(=O)OC)O)OC(=O)C)CC)OC)C(=O)OC)O.OS(=O)(=O)O. Cell line: SK-OV-3. Synergy scores: CSS=54.7, Synergy_ZIP=-6.57, Synergy_Bliss=-4.76, Synergy_Loewe=-2.18, Synergy_HSA=-1.37. (3) Drug 1: CC1=C(C=C(C=C1)C(=O)NC2=CC(=CC(=C2)C(F)(F)F)N3C=C(N=C3)C)NC4=NC=CC(=N4)C5=CN=CC=C5. Drug 2: C1CN1C2=NC(=NC(=N2)N3CC3)N4CC4. Cell line: HOP-92. Synergy scores: CSS=26.8, Synergy_ZIP=-4.41, Synergy_Bliss=2.06, Synergy_Loewe=-0.563, Synergy_HSA=2.53. (4) Drug 1: CCN(CC)CCNC(=O)C1=C(NC(=C1C)C=C2C3=C(C=CC(=C3)F)NC2=O)C. Drug 2: CN(CCCl)CCCl.Cl. Cell line: NCIH23. Synergy scores: CSS=35.3, Synergy_ZIP=-7.92, Synergy_Bliss=-9.12, Synergy_Loewe=-2.42, Synergy_HSA=-3.59. (5) Drug 1: CC1=C(C=C(C=C1)NC2=NC=CC(=N2)N(C)C3=CC4=NN(C(=C4C=C3)C)C)S(=O)(=O)N.Cl. Drug 2: CCC1=C2CN3C(=CC4=C(C3=O)COC(=O)C4(CC)O)C2=NC5=C1C=C(C=C5)O. Cell line: SNB-75. Synergy scores: CSS=39.0, Synergy_ZIP=-0.938, Synergy_Bliss=-0.142, Synergy_Loewe=0.231, Synergy_HSA=0.487. (6) Drug 1: CCC1=C2CN3C(=CC4=C(C3=O)COC(=O)C4(CC)O)C2=NC5=C1C=C(C=C5)O. Drug 2: C1CN(P(=O)(OC1)NCCCl)CCCl. Cell line: HT29. Synergy scores: CSS=17.8, Synergy_ZIP=0.620, Synergy_Bliss=7.47, Synergy_Loewe=-9.17, Synergy_HSA=1.09. (7) Drug 1: CS(=O)(=O)OCCCCOS(=O)(=O)C. Drug 2: C(CCl)NC(=O)N(CCCl)N=O. Cell line: NCIH23. Synergy scores: CSS=10.4, Synergy_ZIP=0.251, Synergy_Bliss=2.48, Synergy_Loewe=-0.381, Synergy_HSA=2.21.